From a dataset of Full USPTO retrosynthesis dataset with 1.9M reactions from patents (1976-2016). Predict the reactants needed to synthesize the given product. Given the product [CH3:13][O:14][C:15]1[CH:16]=[CH:17][C:18]([S:21]([NH:1][C@H:2]([CH2:10][CH:11]=[CH2:12])[C:3]([O:5][C:6]([CH3:7])([CH3:8])[CH3:9])=[O:4])(=[O:23])=[O:22])=[CH:19][CH:20]=1, predict the reactants needed to synthesize it. The reactants are: [NH2:1][C@H:2]([CH2:10][CH:11]=[CH2:12])[C:3]([O:5][C:6]([CH3:9])([CH3:8])[CH3:7])=[O:4].[CH3:13][O:14][C:15]1[CH:20]=[CH:19][C:18]([S:21](Cl)(=[O:23])=[O:22])=[CH:17][CH:16]=1.C(Cl)(Cl)Cl.